This data is from Full USPTO retrosynthesis dataset with 1.9M reactions from patents (1976-2016). The task is: Predict the reactants needed to synthesize the given product. Given the product [CH3:20][O:21][C:22]([CH:24]1[CH2:29][CH2:28][CH2:27][CH2:26][N:25]1[C:2](=[O:6])[CH:3]([S:4][CH2:5][P:42]([O:43][CH2:44][CH3:45])([O:41][CH2:39][CH3:40])=[O:46])[CH2:15][C:16]([OH:18])=[O:17])=[O:23], predict the reactants needed to synthesize it. The reactants are: O=[C:2]1[O:6][C:5](C(F)(F)F)(C(F)(F)F)[S:4][CH:3]1[CH2:15][C:16]([OH:18])=[O:17].Cl.[CH3:20][O:21][C:22]([CH:24]1[CH2:29][CH2:28][CH2:27][CH2:26][NH:25]1)=[O:23].CCN(C(C)C)C(C)C.[CH2:39]([O:41][P:42](CI)(=[O:46])[O:43][CH2:44][CH3:45])[CH3:40].C([O-])(O)=O.[Na+].